This data is from Reaction yield outcomes from USPTO patents with 853,638 reactions. The task is: Predict the reaction yield, written as a fraction of the theoretical maximum amount of product (1.0 means a 100% yield; for example, 0.34 means a 34% yield). (1) The product is [CH2:24]([S:28]([N:13]1[C:14]([C:16]2[CH:17]=[CH:18][CH:19]=[CH:20][CH:21]=2)=[CH:15][C:11]([CH2:10][NH:2][CH3:3])=[CH:12]1)(=[O:30])=[O:29])[CH2:25][CH2:26][CH3:27]. The yield is 0.210. No catalyst specified. The reactants are C[N:2]([CH2:10][C:11]1[CH:15]=[C:14]([C:16]2[CH:21]=[CH:20][CH:19]=[CH:18][CH:17]=2)[NH:13][CH:12]=1)[C:3](=O)OC(C)(C)C.[H-].[Na+].[CH2:24]([S:28](Cl)(=[O:30])=[O:29])[CH2:25][CH2:26][CH3:27]. (2) The reactants are [C:1]([C:5]1[CH:10]=[C:9]([Br:11])[C:8]([N+:12]([O-:14])=[O:13])=[CH:7][C:6]=1[OH:15])([CH3:4])([CH3:3])[CH3:2].C([O-])([O-])=O.[Cs+].[Cs+].[CH2:22](Br)[C:23]1[CH:28]=[CH:27][CH:26]=[CH:25][CH:24]=1. The catalyst is CN(C=O)C.O. The product is [C:1]([C:5]1[CH:10]=[C:9]([Br:11])[C:8]([N+:12]([O-:14])=[O:13])=[CH:7][C:6]=1[O:15][CH2:22][C:23]1[CH:28]=[CH:27][CH:26]=[CH:25][CH:24]=1)([CH3:4])([CH3:2])[CH3:3]. The yield is 0.940. (3) The reactants are C(OC([NH:8][C@@:9]1([C:18]([OH:20])=[O:19])[CH2:11][C@@H:10]1[C:12]1[CH:17]=[CH:16][CH:15]=[CH:14][CH:13]=1)=O)(C)(C)C.O1CCOCC1.Cl. The catalyst is C(OCC)C. The product is [NH2:8][C@@:9]1([C:18]([OH:20])=[O:19])[CH2:11][C@@H:10]1[C:12]1[CH:17]=[CH:16][CH:15]=[CH:14][CH:13]=1. The yield is 0.840. (4) The reactants are [CH:1]1([CH2:4][N:5]([CH2:24][CH2:25][CH3:26])[C:6]2[N:11]=[CH:10][N:9]=[C:8]([C:12]([NH:14][C:15]3[CH:20]=[CH:19][C:18]([CH:21]=O)=[CH:17][C:16]=3[CH3:23])=[O:13])[CH:7]=2)[CH2:3][CH2:2]1.Cl.[NH2:28][CH2:29][CH2:30][CH2:31][C:32]([O:34]C(C)(C)C)=O.C(=O)([O-])[O-].C(O[BH-](OC(=O)C)OC(=O)C)(=O)C. The catalyst is C(Cl)Cl. The product is [CH:1]1([CH2:4][N:5]([CH2:24][CH2:25][CH3:26])[C:6]2[N:11]=[CH:10][N:9]=[C:8]([C:12]([NH:14][C:15]3[CH:20]=[CH:19][C:18]([CH2:21][N:28]4[CH2:29][CH2:30][CH2:31][C:32]4=[O:34])=[CH:17][C:16]=3[CH3:23])=[O:13])[CH:7]=2)[CH2:3][CH2:2]1. The yield is 0.700. (5) The reactants are I[C:2]1[CH:3]=[C:4]([CH:8]=[C:9]([N+:11]([O-:13])=[O:12])[CH:10]=1)[N:5]([CH3:7])[CH3:6].[B:14]1([B:14]2[O:18][C:17]([CH3:20])([CH3:19])[C:16]([CH3:22])([CH3:21])[O:15]2)[O:18][C:17]([CH3:20])([CH3:19])[C:16]([CH3:22])([CH3:21])[O:15]1.C([O-])(=O)C.[K+]. The catalyst is CN(C=O)C. The product is [CH3:6][N:5]([CH3:7])[C:4]1[CH:3]=[C:2]([B:14]2[O:18][C:17]([CH3:20])([CH3:19])[C:16]([CH3:22])([CH3:21])[O:15]2)[CH:10]=[C:9]([N+:11]([O-:13])=[O:12])[CH:8]=1. The yield is 0.940.